This data is from Full USPTO retrosynthesis dataset with 1.9M reactions from patents (1976-2016). The task is: Predict the reactants needed to synthesize the given product. Given the product [NH2:35][C:33](=[O:34])[CH2:32][NH:31][C:20](=[O:22])[C:19]1[CH:23]=[C:15]([C:14]2[C:8]3[S:7][C:6]([CH2:5][C:4]4[CH:26]=[C:27]([F:29])[CH:28]=[C:2]([Cl:1])[CH:3]=4)=[CH:10][C:9]=3[C:11]([F:25])=[CH:12][CH:13]=2)[CH:16]=[CH:17][C:18]=1[F:24], predict the reactants needed to synthesize it. The reactants are: [Cl:1][C:2]1[CH:3]=[C:4]([CH:26]=[C:27]([F:29])[CH:28]=1)[CH2:5][C:6]1[S:7][C:8]2[C:14]([C:15]3[CH:16]=[CH:17][C:18]([F:24])=[C:19]([CH:23]=3)[C:20]([OH:22])=O)=[CH:13][CH:12]=[C:11]([F:25])[C:9]=2[CH:10]=1.Cl.[NH2:31][CH2:32][C:33]([NH2:35])=[O:34].